From a dataset of Full USPTO retrosynthesis dataset with 1.9M reactions from patents (1976-2016). Predict the reactants needed to synthesize the given product. Given the product [CH3:1][S:2]([CH2:5][C:6]1[CH:7]=[C:8]([CH:9]=[CH:10][CH:11]=1)[NH2:12])(=[O:3])=[O:4], predict the reactants needed to synthesize it. The reactants are: [CH3:1][S:2]([CH2:5][C:6]1[CH:11]=[CH:10][CH:9]=[C:8]([N+:12]([O-])=O)[CH:7]=1)(=[O:4])=[O:3].[OH-].[Na+].